This data is from Catalyst prediction with 721,799 reactions and 888 catalyst types from USPTO. The task is: Predict which catalyst facilitates the given reaction. (1) Reactant: [CH3:1][C:2]1[CH:7]=[CH:6][N:5]=[C:4]2[N:8](COCC[Si](C)(C)C)[N:9]=[C:10]([CH:11]3[CH2:16][CH2:15][N:14](C(OC(C)(C)C)=O)[CH2:13][CH2:12]3)[C:3]=12.Cl.C(Cl)[Cl:34]. Product: [ClH:34].[CH3:1][C:2]1[CH:7]=[CH:6][N:5]=[C:4]2[NH:8][N:9]=[C:10]([CH:11]3[CH2:16][CH2:15][NH:14][CH2:13][CH2:12]3)[C:3]=12. The catalyst class is: 5. (2) Product: [Cl:2][C:3]1[CH:4]=[C:5]2[C:9](=[CH:10][CH:11]=1)[NH:8][CH:7]=[C:6]2[CH2:12][CH2:13][NH:14][C:28]([CH:25]1[CH2:26][CH2:27][N:23]([C:18]2[CH:19]=[CH:20][CH:21]=[CH:22][C:17]=2[CH2:15][CH3:16])[C:24]1=[O:31])=[O:29]. The catalyst class is: 3. Reactant: Cl.[Cl:2][C:3]1[CH:4]=[C:5]2[C:9](=[CH:10][CH:11]=1)[NH:8][CH:7]=[C:6]2[CH2:12][CH2:13][NH2:14].[CH2:15]([C:17]1[CH:22]=[CH:21][CH:20]=[CH:19][C:18]=1[N:23]1[CH2:27][CH2:26][CH:25]([C:28](O)=[O:29])[C:24]1=[O:31])[CH3:16].C1CN([P+](ON2N=NC3C=CC=CC2=3)(N2CCCC2)N2CCCC2)CC1.F[P-](F)(F)(F)(F)F.C(N(CC)C(C)C)(C)C. (3) Reactant: [Cl:1][C:2]1[CH:3]=[C:4]2[C:12](=[O:13])[C:11]3[CH:14]=[C:15](Cl)[N:16]=[CH:17][C:10]=3[CH:9]=[CH:8][C:5]2=[N:6][CH:7]=1.CC1(C)C2C=CC=C(P(C3C=CC=CC=3)C3C=CC=CC=3)C=2OC2C1=CC=CC=2P(C1C=CC=CC=1)C1C=CC=CC=1.[CH3:61][N:62]([CH3:67])[S:63]([NH2:66])(=[O:65])=[O:64].C([O-])([O-])=O.[Cs+].[Cs+]. Product: [Cl:1][C:2]1[CH:3]=[C:4]2[C:12](=[O:13])[C:11]3[CH:14]=[C:15]([NH:66][S:63]([N:62]([CH3:67])[CH3:61])(=[O:65])=[O:64])[N:16]=[CH:17][C:10]=3[CH:9]=[CH:8][C:5]2=[N:6][CH:7]=1. The catalyst class is: 488. (4) Reactant: [CH3:1][C:2]([CH3:8])([CH3:7])[CH2:3][C:4](Cl)=[O:5].[CH:9]([C:12]1[C:13]([NH2:21])=[N:14][N:15]2[CH:20]=[CH:19][CH:18]=[N:17][C:16]=12)([CH3:11])[CH3:10]. Product: [CH:9]([C:12]1[C:13]([NH:21][C:4](=[O:5])[CH2:3][C:2]([CH3:8])([CH3:7])[CH3:1])=[N:14][N:15]2[CH:20]=[CH:19][CH:18]=[N:17][C:16]=12)([CH3:11])[CH3:10]. The catalyst class is: 202.